This data is from Forward reaction prediction with 1.9M reactions from USPTO patents (1976-2016). The task is: Predict the product of the given reaction. (1) Given the reactants [CH2:1]([O:8][CH:9]1[CH2:12][CH:11](C(O)=O)[CH2:10]1)[C:2]1[CH:7]=[CH:6][CH:5]=[CH:4][CH:3]=1.C([N:18]([CH2:21]C)CC)C.[N-]=[N+]=[N-].C1([O:32]P(=O)(O)OC2C=CC=CC=2)C=CC=CC=1.[C:43]([OH:47])([CH3:46])([CH3:45])[CH3:44], predict the reaction product. The product is: [CH2:1]([O:8][CH:9]1[CH2:10][CH:11]([NH:18][C:21](=[O:32])[O:47][C:43]([CH3:46])([CH3:45])[CH3:44])[CH2:12]1)[C:2]1[CH:3]=[CH:4][CH:5]=[CH:6][CH:7]=1. (2) Given the reactants [OH:1][C:2]1[CH:11]=[CH:10][C:9]([O:12][CH3:13])=[CH:8][C:3]=1[C:4]([NH:6][OH:7])=[NH:5].[CH3:14][C:15]1[C:16]([C:21](O)=O)=[N:17][CH:18]=[CH:19][CH:20]=1, predict the reaction product. The product is: [CH3:13][O:12][C:9]1[CH:10]=[CH:11][C:2]([OH:1])=[C:3]([C:4]2[N:5]=[C:21]([C:16]3[C:15]([CH3:14])=[CH:20][CH:19]=[CH:18][N:17]=3)[O:7][N:6]=2)[CH:8]=1. (3) Given the reactants [I:1][C:2]1[CH:10]=[CH:9][C:8]2[C:4](=[C:5]3[NH:14][C:13](=[O:15])[CH:12]=[C:11]([CH:16]4[CH2:21][CH2:20][N:19](C(OC(C)(C)C)=O)[CH2:18][CH2:17]4)[N:6]3[N:7]=2)[CH:3]=1.[ClH:29], predict the reaction product. The product is: [ClH:29].[I:1][C:2]1[CH:10]=[CH:9][C:8]2[C:4](=[C:5]3[NH:14][C:13](=[O:15])[CH:12]=[C:11]([CH:16]4[CH2:21][CH2:20][NH:19][CH2:18][CH2:17]4)[N:6]3[N:7]=2)[CH:3]=1. (4) Given the reactants C[O:2][C:3](=O)[C@@H:4]([N:16]1[C:22](=[O:23])[CH2:21][CH2:20][N:19]([C:24]2[CH:29]=[CH:28][C:27]([Cl:30])=[C:26]([Cl:31])[CH:25]=2)[CH2:18][CH2:17]1)[CH2:5][CH2:6][N:7]1[CH2:14][CH2:13][C:10]2([CH2:12][CH2:11]2)[C@H:9]([OH:15])[CH2:8]1.[Li+].[BH4-].OS([O-])(=O)=O.[K+].C([O-])(O)=O.[Na+], predict the reaction product. The product is: [Cl:31][C:26]1[CH:25]=[C:24]([N:19]2[CH2:20][CH2:21][C:22](=[O:23])[N:16]([C@H:4]([CH2:3][OH:2])[CH2:5][CH2:6][N:7]3[CH2:14][CH2:13][C:10]4([CH2:12][CH2:11]4)[C@H:9]([OH:15])[CH2:8]3)[CH2:17][CH2:18]2)[CH:29]=[CH:28][C:27]=1[Cl:30]. (5) Given the reactants NC1C=CC(C)=C(C(C2C=CC(NC3C=CC(C(F)(F)F)=CC=3)=CC=2Cl)=O)C=1.[Cl:29][C:30]1[CH:35]=[C:34]([NH:36][C:37]2[CH:42]=[CH:41][C:40]([Cl:43])=[CH:39][C:38]=2[CH3:44])[CH:33]=[CH:32][C:31]=1[C:45]([C:47]1[CH:52]=[C:51]([N+:53]([O-])=O)[CH:50]=[CH:49][C:48]=1[CH3:56])=[O:46], predict the reaction product. The product is: [NH2:53][C:51]1[CH:50]=[CH:49][C:48]([CH3:56])=[C:47]([C:45]([C:31]2[CH:32]=[CH:33][C:34]([NH:36][C:37]3[CH:42]=[CH:41][C:40]([Cl:43])=[CH:39][C:38]=3[CH3:44])=[CH:35][C:30]=2[Cl:29])=[O:46])[CH:52]=1. (6) Given the reactants [NH2:1][C@H:2]([C:28]([O:30][C:31]([CH3:34])([CH3:33])[CH3:32])=[O:29])[CH2:3][C:4]1[N:8]=[CH:7][N:6]([C:9]([C:22]2[CH:27]=[CH:26][CH:25]=[CH:24][CH:23]=2)([C:16]2[CH:21]=[CH:20][CH:19]=[CH:18][CH:17]=2)[C:10]2[CH:15]=[CH:14][CH:13]=[CH:12][CH:11]=2)[CH:5]=1.C1C=CC2N(O)N=NC=2C=1.[NH:45]([C:50]([CH2:52][CH2:53][CH2:54][CH2:55][CH2:56][CH2:57][CH2:58][CH2:59][CH2:60][CH2:61][CH2:62][CH2:63][CH2:64][CH2:65][CH3:66])=[O:51])[CH2:46][C:47](O)=[O:48].Cl, predict the reaction product. The product is: [NH:45]([C:50]([CH2:52][CH2:53][CH2:54][CH2:55][CH2:56][CH2:57][CH2:58][CH2:59][CH2:60][CH2:61][CH2:62][CH2:63][CH2:64][CH2:65][CH3:66])=[O:51])[CH2:46][C:47]([NH:1][C@H:2]([C:28]([O:30][C:31]([CH3:34])([CH3:33])[CH3:32])=[O:29])[CH2:3][C:4]1[N:8]=[CH:7][N:6]([C:9]([C:16]2[CH:17]=[CH:18][CH:19]=[CH:20][CH:21]=2)([C:10]2[CH:11]=[CH:12][CH:13]=[CH:14][CH:15]=2)[C:22]2[CH:27]=[CH:26][CH:25]=[CH:24][CH:23]=2)[CH:5]=1)=[O:48]. (7) Given the reactants Cl.[C:2]([C@@:4]1([CH:27]2[CH2:29][CH2:28]2)[CH2:8][C@@H:7]([CH3:9])[N:6]([C:10]2[CH:15]=[CH:14][N:13]=[C:12]([NH:16][C:17]3[CH:21]=[C:20]([C:22]([OH:24])=O)[N:19]([CH3:25])[N:18]=3)[CH:11]=2)[C:5]1=[O:26])#[N:3].[CH:30]([N:33](CC)C(C)C)(C)C.F[P-](F)(F)(F)(F)F.N1(OC(N(C)C)=[N+](C)C)C2N=CC=CC=2N=N1.Cl.CN.C(=O)([O-])O.[Na+], predict the reaction product. The product is: [C:2]([C@@:4]1([CH:27]2[CH2:29][CH2:28]2)[CH2:8][C@@H:7]([CH3:9])[N:6]([C:10]2[CH:15]=[CH:14][N:13]=[C:12]([NH:16][C:17]3[CH:21]=[C:20]([C:22]([NH:33][CH3:30])=[O:24])[N:19]([CH3:25])[N:18]=3)[CH:11]=2)[C:5]1=[O:26])#[N:3]. (8) Given the reactants [NH2:1][C:2]1[CH:3]=[C:4]([Cl:31])[CH:5]=[C:6]2[C:10]=1[NH:9][C:8]([C:11]([NH2:13])=[O:12])=[C:7]2[S:14]([N:17]1[CH2:22][CH2:21][O:20][C@H:19]([CH2:23][O:24][C:25]2[CH:30]=[CH:29][CH:28]=[CH:27][CH:26]=2)[CH2:18]1)(=[O:16])=[O:15].O=[C:33]1[CH2:38][CH2:37][N:36]([C:39]([O:41][CH2:42][CH3:43])=[O:40])[CH2:35][CH2:34]1.C(O)(C(F)(F)F)=O.C(O[BH-](OC(=O)C)OC(=O)C)(=O)C.[Na+], predict the reaction product. The product is: [C:11]([C:8]1[NH:9][C:10]2[C:6]([C:7]=1[S:14]([N:17]1[CH2:22][CH2:21][O:20][C@H:19]([CH2:23][O:24][C:25]3[CH:26]=[CH:27][CH:28]=[CH:29][CH:30]=3)[CH2:18]1)(=[O:16])=[O:15])=[CH:5][C:4]([Cl:31])=[CH:3][C:2]=2[NH:1][CH:33]1[CH2:38][CH2:37][N:36]([C:39]([O:41][CH2:42][CH3:43])=[O:40])[CH2:35][CH2:34]1)(=[O:12])[NH2:13]. (9) The product is: [Br:5][C:6]1[CH:29]=[C:28]2[C:9](=[CH:8][CH:7]=1)[CH:10]=[N:11][CH:22]=[CH:23]2. Given the reactants [Al+3].[Cl-].[Cl-].[Cl-].[Br:5][C:6]1[CH:29]=[CH:28][C:9]([CH2:10][N:11]([CH2:22][CH:23](OC)OC)S(C2C=CC(C)=CC=2)(=O)=O)=[CH:8][CH:7]=1, predict the reaction product. (10) Given the reactants [CH3:1][C:2]([C:6]1[CH:11]=[CH:10][C:9]([N+:12]([O-])=O)=[CH:8][CH:7]=1)([CH3:5])[CH2:3][OH:4], predict the reaction product. The product is: [NH2:12][C:9]1[CH:8]=[CH:7][C:6]([C:2]([CH3:5])([CH3:1])[CH2:3][OH:4])=[CH:11][CH:10]=1.